Task: Binary Classification. Given a miRNA mature sequence and a target amino acid sequence, predict their likelihood of interaction.. Dataset: Experimentally validated miRNA-target interactions with 360,000+ pairs, plus equal number of negative samples (1) The miRNA is hsa-miR-3136-3p with sequence UGGCCCAACCUAUUCAGUUAGU. The protein sequence of the target gene is MERHPASASSRQELGRLLEAVLTSRGQANAVFDILAVLQSEEPEEIEEGVRTCSRLFGTLLEREELFVGSLPSEDTALAGSQGATYKYKVWIRHRYHSCCNRLEELLAHPTFQVKELALKTLMKFVQLEGAKPLEKPQWESHYLFPRTLFRAVVGGLLTPEDDHSLLISHFCEYLEYDDIRYHTMQVATSIMARATSQQPEVSLTLWNNAFTLLSAVSLPLQECELTNFYVKHAQTSDKWKVVHLKEHKKAFQEMWLGFLKHKLPLSLYKKVLVAMHDSILPHLAQPTLMIDFLTSACDV.... Result: 0 (no interaction). (2) The miRNA is hsa-miR-215-5p with sequence AUGACCUAUGAAUUGACAGAC. The protein sequence of the target gene is MATEAQSEGEVPARESGRSDAICSFVICNDSSLRGQPIIFNPDFFVEKLRHEKPEIFTELVVSNITRLIDLPGTELAQLMGEVDLKLPGGAGPASGFFRSLMSLKRKEKGVIFGSPLTEEGIAQIYQLIEYLHKNLRVEGLFRVPGNSVRQQILRDALNNGTDIDLESGEFHSNDVATLLKMFLGELPEPLLTHKHFNAHLKIADLMQFDDKGNKTNIPDKDRQIEALQLLFLILPPPNRNLLKLLLDLLYQTAKKQDKNKMSAYNLALMFAPHVLWPKNVTANDLQENITKLNSGMAFM.... Result: 1 (interaction).